This data is from Catalyst prediction with 721,799 reactions and 888 catalyst types from USPTO. The task is: Predict which catalyst facilitates the given reaction. (1) The catalyst class is: 10. Product: [CH2:20]([N:2]1[CH2:7][CH2:6][CH:5]([CH2:8][CH2:9][CH2:10][CH2:11][OH:12])[CH2:4][CH2:3]1)[CH3:21]. Reactant: Cl.[NH:2]1[CH2:7][CH2:6][CH:5]([CH2:8][CH2:9][CH2:10][CH2:11][OH:12])[CH2:4][CH2:3]1.C(=O)([O-])[O-].[K+].[K+].I[CH2:20][CH3:21]. (2) Reactant: [H-].[Na+].[C:3]([O:7][C:8](=[O:17])[NH:9][C:10]1[CH:15]=[CH:14][C:13]([CH3:16])=[CH:12][N:11]=1)([CH3:6])([CH3:5])[CH3:4].Br[CH2:19][CH2:20][CH2:21][O:22][C:23]1[CH:45]=[CH:44][C:26]([CH2:27][C@@H:28]([C:40]([O:42][CH3:43])=[O:41])[NH:29][C:30](=[O:39])[C:31]2[C:36]([Cl:37])=[CH:35][CH:34]=[CH:33][C:32]=2[Cl:38])=[CH:25][CH:24]=1.ClCCl. Product: [C:3]([O:7][C:8]([N:9]([C:10]1[CH:15]=[CH:14][C:13]([CH3:16])=[CH:12][N:11]=1)[CH2:19][CH2:20][CH2:21][O:22][C:23]1[CH:24]=[CH:25][C:26]([CH2:27][C@@H:28]([C:40]([O:42][CH3:43])=[O:41])[NH:29][C:30](=[O:39])[C:31]2[C:32]([Cl:38])=[CH:33][CH:34]=[CH:35][C:36]=2[Cl:37])=[CH:44][CH:45]=1)=[O:17])([CH3:6])([CH3:5])[CH3:4]. The catalyst class is: 44. (3) Reactant: [CH2:1]([O:8][C:9](=[O:19])[NH:10][CH2:11][C@H:12]([NH2:18])[C@@H:13]([OH:17])[C:14]#[C:15][CH3:16])[C:2]1[CH:7]=[CH:6][CH:5]=[CH:4][CH:3]=1.C(N(CC)C(C)C)(C)C.[C:29]([O:33][C:34]([NH:36][C:37]1[CH:38]=[C:39]([NH:47][C:48](=[O:53])[CH2:49][C:50](O)=[O:51])[CH:40]=[C:41]([C:43]([F:46])([F:45])[F:44])[CH:42]=1)=[O:35])([CH3:32])([CH3:31])[CH3:30].CN(C(ON1N=NC2C=CC=NC1=2)=[N+](C)C)C.F[P-](F)(F)(F)(F)F. Product: [C:29]([O:33][C:34]([NH:36][C:37]1[CH:38]=[C:39]([NH:47][C:48](=[O:53])[CH2:49][C:50]([NH:18][C@H:12]([C@@H:13]([OH:17])[C:14]#[C:15][CH3:16])[CH2:11][NH:10][C:9](=[O:19])[O:8][CH2:1][C:2]2[CH:3]=[CH:4][CH:5]=[CH:6][CH:7]=2)=[O:51])[CH:40]=[C:41]([C:43]([F:44])([F:45])[F:46])[CH:42]=1)=[O:35])([CH3:32])([CH3:30])[CH3:31]. The catalyst class is: 59. (4) Reactant: Cl.[Cl:2][C:3]1[CH:8]=[CH:7][C:6]([C:9]2[CH2:10][CH2:11][NH:12][CH2:13][CH:14]=2)=[CH:5][CH:4]=1.C(N(CC)CC)C.[C:22]([O:26][C:27](O[C:27]([O:26][C:22]([CH3:25])([CH3:24])[CH3:23])=[O:28])=[O:28])([CH3:25])([CH3:24])[CH3:23].C(N1CCC(=O)CC1)C1C=CC=CC=1.Cl. Product: [C:22]([O:26][C:27]([N:12]1[CH2:11][CH:10]=[C:9]([C:6]2[CH:7]=[CH:8][C:3]([Cl:2])=[CH:4][CH:5]=2)[CH2:14][CH2:13]1)=[O:28])([CH3:25])([CH3:24])[CH3:23]. The catalyst class is: 448. (5) Reactant: [ClH:1].Cl.[CH3:3][O:4][C:5]1[CH:11]=[CH:10][C:8]([NH2:9])=[CH:7][C:6]=1[N:12]1[CH2:17][CH2:16][N:15]([CH3:18])[CH2:14][CH2:13]1.C(N(CC)CC)C.[F:26][C:27]1[CH:28]=[C:29]2[C:33](=[CH:34][CH:35]=1)[NH:32][CH:31]=[C:30]2[CH:36]1[CH2:41][CH2:40][NH:39][CH2:38][CH2:37]1.C[C:43](C)=[O:44]. Product: [ClH:1].[CH3:3][O:4][C:5]1[CH:11]=[CH:10][C:8]([NH:9][C:43]([N:39]2[CH2:40][CH2:41][CH:36]([C:30]3[C:29]4[C:33](=[CH:34][CH:35]=[C:27]([F:26])[CH:28]=4)[NH:32][CH:31]=3)[CH2:37][CH2:38]2)=[O:44])=[CH:7][C:6]=1[N:12]1[CH2:13][CH2:14][N:15]([CH3:18])[CH2:16][CH2:17]1. The catalyst class is: 10. (6) Reactant: [CH3:1][O:2][C:3]1[CH:36]=[CH:35][C:6]([CH2:7][N:8]2[C:13](=[O:14])[CH2:12][C@@H:11]([C:15]3[CH:20]=[C:19]([F:21])[C:18]([F:22])=[CH:17][C:16]=3[F:23])[C@H:10]([NH:24][C:25](=[O:34])[O:26]CC3C=CC=CC=3)[CH2:9]2)=[CH:5][CH:4]=1.C(OC(O[C:40]([CH3:43])([CH3:42])[CH3:41])=O)(O[C:40]([CH3:43])([CH3:42])[CH3:41])=O.[H][H]. Product: [C:40]([O:26][C:25](=[O:34])[NH:24][C@@H:10]1[C@@H:11]([C:15]2[CH:20]=[C:19]([F:21])[C:18]([F:22])=[CH:17][C:16]=2[F:23])[CH2:12][C:13](=[O:14])[N:8]([CH2:7][C:6]2[CH:35]=[CH:36][C:3]([O:2][CH3:1])=[CH:4][CH:5]=2)[CH2:9]1)([CH3:43])([CH3:42])[CH3:41]. The catalyst class is: 293. (7) Reactant: [F:1][C:2]1[CH:13]=[CH:12][C:11]([CH3:14])=[CH:10][C:3]=1[O:4][CH2:5][CH2:6][C:7]([OH:9])=O. Product: [F:1][C:2]1[CH:13]=[CH:12][C:11]([CH3:14])=[C:10]2[C:3]=1[O:4][CH2:5][CH2:6][C:7]2=[O:9]. The catalyst class is: 6. (8) Product: [Cl:1][C:2]1[CH:3]=[CH:4][C:5]2[N:6]([CH:8]=[N:9][C:10]=2[I:16])[CH:7]=1. The catalyst class is: 88. Reactant: [Cl:1][C:2]1[CH:3]=[CH:4][C:5]2[N:6]([CH:8]=[N:9][CH:10]=2)[CH:7]=1.C(=O)(O)[O-].[Na+].[I:16]I. (9) Reactant: O[CH2:2][CH:3]1[CH2:8][CH2:7][N:6]([C:9]([O:11][C:12]([CH3:15])([CH3:14])[CH3:13])=[O:10])[CH2:5][CH2:4]1.[Cr](Cl)([O-])(=O)=[O:17].[NH+:21]1C=CC=[CH:23][CH:22]=1. Product: [OH:17][CH2:23][CH2:22][NH:21][CH2:2][CH:3]1[CH2:8][CH2:7][N:6]([C:9]([O:11][C:12]([CH3:15])([CH3:14])[CH3:13])=[O:10])[CH2:5][CH2:4]1. The catalyst class is: 4. (10) Reactant: [NH2:1][OH:2].[CH3:3][S:4]([C:7]1[CH:25]=[CH:24][C:10]([O:11][CH2:12][CH2:13][C@H:14]([CH:16]2[CH2:21][CH2:20][N:19]([C:22]#[N:23])[CH2:18][CH2:17]2)[CH3:15])=[CH:9][CH:8]=1)(=[O:6])=[O:5]. Product: [OH:2][NH:1][C:22]([N:19]1[CH2:18][CH2:17][CH:16]([C@H:14]([CH3:15])[CH2:13][CH2:12][O:11][C:10]2[CH:9]=[CH:8][C:7]([S:4]([CH3:3])(=[O:6])=[O:5])=[CH:25][CH:24]=2)[CH2:21][CH2:20]1)=[NH:23]. The catalyst class is: 14.